This data is from Forward reaction prediction with 1.9M reactions from USPTO patents (1976-2016). The task is: Predict the product of the given reaction. (1) Given the reactants Cl[CH2:2][CH2:3][CH2:4][CH2:5][C:6]([C:8]1[CH:9]=[C:10]([S:17]([NH2:20])(=[O:19])=[O:18])[C:11]2[O:15][CH2:14][CH2:13][C:12]=2[CH:16]=1)=O.[I-].[Na+].[F:23][C:24]([F:36])([F:35])[O:25][C:26]1[CH:31]=[CH:30][CH:29]=[CH:28][C:27]=1[CH2:32][CH2:33][NH2:34].C(N(CC)C(C)C)(C)C, predict the reaction product. The product is: [F:23][C:24]([F:35])([F:36])[O:25][C:26]1[CH:31]=[CH:30][CH:29]=[CH:28][C:27]=1[CH2:32][CH2:33][N:34]1[CH2:2][CH2:3][CH2:4][CH:5]=[C:6]1[C:8]1[CH:9]=[C:10]([S:17]([NH2:20])(=[O:19])=[O:18])[C:11]2[O:15][CH2:14][CH2:13][C:12]=2[CH:16]=1. (2) Given the reactants [Br:1][C:2]1[CH:3]=[N:4][C:5]2[N:6]([N:8]=[C:9]([C:11]([OH:13])=O)[CH:10]=2)[CH:7]=1.[CH3:14][CH:15]1[C:24]2[C:19](=[CH:20][CH:21]=[CH:22][C:23]=2[N:25]2[CH2:30][CH2:29][O:28][CH2:27][CH2:26]2)[CH2:18][CH2:17][NH:16]1, predict the reaction product. The product is: [Br:1][C:2]1[CH:3]=[N:4][C:5]2[N:6]([N:8]=[C:9]([C:11]([N:16]3[CH2:17][CH2:18][C:19]4[C:24](=[C:23]([N:25]5[CH2:30][CH2:29][O:28][CH2:27][CH2:26]5)[CH:22]=[CH:21][CH:20]=4)[CH:15]3[CH3:14])=[O:13])[CH:10]=2)[CH:7]=1.